This data is from Forward reaction prediction with 1.9M reactions from USPTO patents (1976-2016). The task is: Predict the product of the given reaction. Given the reactants C(C1C=C(C)C=C(C(C)(C)C)C=1[OH:16])(C)(C)C.CN(CCCN1CN(CCCN(C)C)CN(CCCN(C)C)C1)C.[CH3:41][S:42][C:43]1[CH:48]=[CH:47][C:46]([N:49]=[C:50]=[O:51])=[CH:45][CH:44]=1.[C:52]([O:56][CH2:57][CH2:58][CH:59](O)[CH3:60])(=[O:55])[CH:53]=[CH2:54].[N-]=C=O, predict the reaction product. The product is: [C:52]([O:56][CH2:57][CH:58]([O:51][C:50](=[O:16])[NH:49][C:46]1[CH:47]=[CH:48][C:43]([S:42][CH3:41])=[CH:44][CH:45]=1)[CH2:59][CH3:60])(=[O:55])[CH:53]=[CH2:54].